This data is from Forward reaction prediction with 1.9M reactions from USPTO patents (1976-2016). The task is: Predict the product of the given reaction. (1) Given the reactants [C:1]1([C:11]2O[C:15](=O)[C:14]([C:18]#[N:19])=[C:13]([N:20]3[CH2:25][CH2:24][CH2:23][CH2:22][CH2:21]3)[CH:12]=2)[C:10]2[C:5](=[CH:6][CH:7]=[CH:8][CH:9]=2)[CH:4]=[CH:3][CH:2]=1.[H-].[Na+], predict the reaction product. The product is: [C:1]1([C:11]2[C:12]3[CH2:11][C:1]4[C:2](=[CH:3][CH:4]=[CH:5][CH:10]=4)[C:15]=3[C:14]([C:18]#[N:19])=[C:13]([N:20]3[CH2:25][CH2:24][CH2:23][CH2:22][CH2:21]3)[CH:12]=2)[C:10]2[C:5](=[CH:6][CH:7]=[CH:8][CH:9]=2)[CH:4]=[CH:3][CH:2]=1. (2) Given the reactants C([O:8][C:9]1[CH:14]=[C:13]([O:15]CC2C=CC=CC=2)[C:12]([C:23]2[CH:28]=[C:27]([CH:29]([CH3:31])[CH3:30])[CH:26]=[CH:25][C:24]=2[O:32][CH3:33])=[CH:11][C:10]=1[C:34]1[N:38]([CH2:39][CH2:40][C:41]2[CH:46]=[CH:45][CH:44]=[CH:43][CH:42]=2)[N:37]=[N:36][N:35]=1)C1C=CC=CC=1.[H][H], predict the reaction product. The product is: [CH:29]([C:27]1[CH:26]=[CH:25][C:24]([O:32][CH3:33])=[C:23]([C:12]2[C:13]([OH:15])=[CH:14][C:9]([OH:8])=[C:10]([C:34]3[N:38]([CH2:39][CH2:40][C:41]4[CH:46]=[CH:45][CH:44]=[CH:43][CH:42]=4)[N:37]=[N:36][N:35]=3)[CH:11]=2)[CH:28]=1)([CH3:31])[CH3:30]. (3) Given the reactants [CH:1]([N:4]([C:18]([C:20]1[C:21]([CH3:41])=[CH:22][C:23]2[S:31][C:27]3([CH2:30][CH2:29][CH2:28]3)[C:26](=[O:32])[N:25]([CH2:33][CH2:34][NH:35][C:36](=[O:39])[CH2:37][CH3:38])[C:24]=2[CH:40]=1)=[O:19])[C@@H:5]1[CH2:10][CH2:9][CH2:8][N:7](C(OC(C)(C)C)=O)[CH2:6]1)([CH3:3])[CH3:2].CO.[ClH:44].O1CCOCC1, predict the reaction product. The product is: [ClH:44].[CH:1]([N:4]([C@@H:5]1[CH2:10][CH2:9][CH2:8][NH:7][CH2:6]1)[C:18]([C:20]1[C:21]([CH3:41])=[CH:22][C:23]2[S:31][C:27]3([CH2:28][CH2:29][CH2:30]3)[C:26](=[O:32])[N:25]([CH2:33][CH2:34][NH:35][C:36](=[O:39])[CH2:37][CH3:38])[C:24]=2[CH:40]=1)=[O:19])([CH3:2])[CH3:3]. (4) Given the reactants [CH2:1]([O:3][C:4](=[O:19])[C@@H:5]1[CH2:9][C:8](=[CH2:10])[C:7](=[O:11])[N:6]1[C:12]([O:14][C:15]([CH3:18])([CH3:17])[CH3:16])=[O:13])[CH3:2], predict the reaction product. The product is: [CH2:1]([O:3][C:4](=[O:19])[C@@H:5]1[CH2:9][C@H:8]([CH3:10])[C:7](=[O:11])[N:6]1[C:12]([O:14][C:15]([CH3:16])([CH3:18])[CH3:17])=[O:13])[CH3:2]. (5) Given the reactants FC(F)(F)S(O[C:7]1[CH:12]=[CH:11][C:10]([C@H:13]2[CH2:18][CH2:17][C@H:16]([CH2:19][C:20]([O:22][CH3:23])=[O:21])[CH2:15][CH2:14]2)=[CH:9][CH:8]=1)(=O)=O, predict the reaction product. The product is: [C:10]1([C@H:13]2[CH2:14][CH2:15][C@H:16]([CH2:19][C:20]([O:22][CH3:23])=[O:21])[CH2:17][CH2:18]2)[CH:11]=[CH:12][CH:7]=[CH:8][CH:9]=1. (6) The product is: [F:1][C@H:2]1[C@@H:7]2[O:8][CH:9]([C:12]3[CH:17]=[CH:16][CH:15]=[CH:14][CH:13]=3)[O:10][CH2:11][C@H:6]2[O:5][CH2:4][C@@H:3]1[O:18][S:30]([C:29]([F:42])([F:41])[F:28])(=[O:32])=[O:31]. Given the reactants [F:1][CH:2]1[CH:7]2[O:8][CH:9]([C:12]3[CH:17]=[CH:16][CH:15]=[CH:14][CH:13]=3)[O:10][CH2:11][CH:6]2[O:5][CH2:4][CH:3]1[OH:18].CCN(C(C)C)C(C)C.[F:28][C:29]([F:42])([F:41])[S:30](O[S:30]([C:29]([F:42])([F:41])[F:28])(=[O:32])=[O:31])(=[O:32])=[O:31], predict the reaction product. (7) Given the reactants [F:1][C:2]1[CH:48]=[CH:47][C:5]([CH2:6][CH2:7][C:8]2[CH:30]=[C:29]([CH:31]([O:39][CH2:40][CH2:41][N:42]3[CH:46]=[CH:45][N:44]=[CH:43]3)[C:32]3[CH:37]=[CH:36][C:35]([F:38])=[CH:34][CH:33]=3)[CH:28]=[CH:27][C:9]=2[C:10]([NH:12][C@@H:13]([CH2:21][CH2:22][S:23]([CH3:26])(=[O:25])=[O:24])[C:14]([O:16]C(C)(C)C)=[O:15])=[O:11])=[CH:4][CH:3]=1.C(O)(C(F)(F)F)=O, predict the reaction product. The product is: [F:1][C:2]1[CH:3]=[CH:4][C:5]([CH2:6][CH2:7][C:8]2[CH:30]=[C:29]([CH:31]([O:39][CH2:40][CH2:41][N:42]3[CH:46]=[CH:45][N:44]=[CH:43]3)[C:32]3[CH:37]=[CH:36][C:35]([F:38])=[CH:34][CH:33]=3)[CH:28]=[CH:27][C:9]=2[C:10]([NH:12][C@@H:13]([CH2:21][CH2:22][S:23]([CH3:26])(=[O:24])=[O:25])[C:14]([OH:16])=[O:15])=[O:11])=[CH:47][CH:48]=1. (8) Given the reactants [F:1][C:2]1[CH:3]=[C:4]([C:37]2[C:38]([C:43]#[N:44])=[CH:39][CH:40]=[CH:41][CH:42]=2)[CH:5]=[CH:6][C:7]=1[CH2:8][C:9]1[C:10](=[O:36])[N:11]([CH:21]2[CH2:35][CH2:34][C:24]3([O:32][CH2:31][C:27]4([CH2:30][CH2:29][CH2:28]4)[CH:26]([CH3:33])[O:25]3)[CH2:23][CH2:22]2)[C:12]2[N:13]([N:18]=[CH:19][N:20]=2)[C:14]=1[CH2:15][CH2:16][CH3:17].C([BH3-])#N.[Na+].B(F)(F)F.CCOCC.C(=O)([O-])O.[Na+].CC(OI1(OC(C)=O)(OC(C)=O)OC(=O)C2C=CC=CC1=2)=O.S([O-])([O-])(=O)=S.[Na+].[Na+], predict the reaction product. The product is: [F:1][C:2]1[CH:3]=[C:4]([C:37]2[C:38]([C:43]#[N:44])=[CH:39][CH:40]=[CH:41][CH:42]=2)[CH:5]=[CH:6][C:7]=1[CH2:8][C:9]1[C:10](=[O:36])[N:11]([CH:21]2[CH2:35][CH2:34][CH:24]([O:25][CH:26]([C:27]3([CH:31]=[O:32])[CH2:28][CH2:29][CH2:30]3)[CH3:33])[CH2:23][CH2:22]2)[C:12]2[N:13]([N:18]=[CH:19][N:20]=2)[C:14]=1[CH2:15][CH2:16][CH3:17]. (9) Given the reactants [CH:1]1[C:6]([NH:7][NH2:8])=[CH:5][CH:4]=[C:3](S(N)(=O)=O)[CH:2]=1.Cl.[CH2:14](O)C, predict the reaction product. The product is: [NH:7]1[C:6]2[C:1](=[CH:2][CH:3]=[CH:4][CH:5]=2)[CH2:14][NH:8]1. (10) Given the reactants [CH:1]1([N:5]2[CH2:10][CH2:9][CH:8]([CH2:11][CH:12]3[CH2:17][CH2:16][NH:15][CH2:14][CH2:13]3)[CH2:7][CH2:6]2)[CH2:4][CH2:3][CH2:2]1.Cl[C:19]1[N:20]=[CH:21][C:22]([C:25]([O:27][CH3:28])=[O:26])=[N:23][CH:24]=1.C(=O)([O-])[O-].[K+].[K+], predict the reaction product. The product is: [CH:1]1([N:5]2[CH2:6][CH2:7][CH:8]([CH2:11][CH:12]3[CH2:17][CH2:16][N:15]([C:19]4[N:20]=[CH:21][C:22]([C:25]([O:27][CH3:28])=[O:26])=[N:23][CH:24]=4)[CH2:14][CH2:13]3)[CH2:9][CH2:10]2)[CH2:4][CH2:3][CH2:2]1.